This data is from Full USPTO retrosynthesis dataset with 1.9M reactions from patents (1976-2016). The task is: Predict the reactants needed to synthesize the given product. (1) The reactants are: C[Si](I)(C)C.C[O:7][CH2:8][C@H:9]([CH3:38])[O:10][C:11]1[CH:12]=[C:13]([CH:23]=[C:24]([O:26][C:27]2[CH:32]=[CH:31][C:30]([C:33]3[CH:37]=[CH:36][NH:35][N:34]=3)=[CH:29][CH:28]=2)[CH:25]=1)[C:14]([NH:16][C:17]1[CH:21]=[CH:20][N:19]([CH3:22])[N:18]=1)=[O:15]. Given the product [OH:7][CH2:8][C@H:9]([CH3:38])[O:10][C:11]1[CH:12]=[C:13]([CH:23]=[C:24]([O:26][C:27]2[CH:32]=[CH:31][C:30]([C:33]3[CH:37]=[CH:36][NH:35][N:34]=3)=[CH:29][CH:28]=2)[CH:25]=1)[C:14]([NH:16][C:17]1[CH:21]=[CH:20][N:19]([CH3:22])[N:18]=1)=[O:15], predict the reactants needed to synthesize it. (2) Given the product [N:26]1([C:2]2[C:11]3[C:6](=[CH:7][CH:8]=[C:9]([CH3:12])[CH:10]=3)[N:5]=[C:4]([N:13]3[CH2:19][C:18]4[CH:20]=[CH:21][CH:22]=[CH:23][C:17]=4[S:16](=[O:25])(=[O:24])[CH2:15][CH2:14]3)[CH:3]=2)[CH2:32][CH2:31][CH2:30][NH:29][CH2:28][CH2:27]1, predict the reactants needed to synthesize it. The reactants are: Cl[C:2]1[C:11]2[C:6](=[CH:7][CH:8]=[C:9]([CH3:12])[CH:10]=2)[N:5]=[C:4]([N:13]2[CH2:19][C:18]3[CH:20]=[CH:21][CH:22]=[CH:23][C:17]=3[S:16](=[O:25])(=[O:24])[CH2:15][CH2:14]2)[CH:3]=1.[NH:26]1[CH:32]=[CH:31][CH:30]=[N:29][CH:28]=[CH:27]1.